Task: Predict which catalyst facilitates the given reaction.. Dataset: Catalyst prediction with 721,799 reactions and 888 catalyst types from USPTO (1) Product: [CH:26]([C:2]1[C:11]2[C:6](=[CH:7][CH:8]=[CH:9][C:10]=2[NH:12][CH:13]2[CH2:18][CH2:17][N:16]([C:19]([O:21][C:22]([CH3:25])([CH3:24])[CH3:23])=[O:20])[CH2:15][CH2:14]2)[CH:5]=[N:4][CH:3]=1)=[CH2:27]. Reactant: Br[C:2]1[C:11]2[C:6](=[CH:7][CH:8]=[CH:9][C:10]=2[NH:12][CH:13]2[CH2:18][CH2:17][N:16]([C:19]([O:21][C:22]([CH3:25])([CH3:24])[CH3:23])=[O:20])[CH2:15][CH2:14]2)[CH:5]=[N:4][CH:3]=1.[CH2:26](C([Sn])=C(CCCC)CCCC)[CH2:27]CC.C(C1C(O)=C(C(C)(C)C)C=C(C)C=1)(C)(C)C.[F-].[K+]. The catalyst class is: 109. (2) Reactant: Br[C:2]1[CH:12]=[N:11][C:5]2[NH:6][CH2:7][CH2:8][CH2:9][NH:10][C:4]=2[CH:3]=1.[CH3:13][N:14]([CH2:19][C:20]1[O:21][C:22]2[CH:29]=[CH:28][CH:27]=[CH:26][C:23]=2[C:24]=1[CH3:25])[C:15](=[O:18])[CH:16]=[CH2:17].C(N(C(C)C)C(C)C)C.CC1C=CC=CC=1P(C1C=CC=CC=1C)C1C=CC=CC=1C. Product: [CH3:13][N:14]([CH2:19][C:20]1[O:21][C:22]2[CH:29]=[CH:28][CH:27]=[CH:26][C:23]=2[C:24]=1[CH3:25])[C:15](=[O:18])/[CH:16]=[CH:17]/[C:2]1[CH:12]=[N:11][C:5]2[NH:6][CH2:7][CH2:8][CH2:9][NH:10][C:4]=2[CH:3]=1. The catalyst class is: 416. (3) Reactant: [H-].[Al+3].[Li+].[H-].[H-].[H-].C([O:9][C:10](=O)[CH2:11][CH:12]1[CH2:17][CH2:16][N:15]([C:18]2[C:23]([NH:24][C:25](=[O:33])[C:26]3[CH:31]=[CH:30][CH:29]=[C:28]([Cl:32])[CH:27]=3)=[CH:22][C:21]([S:34]([CH3:37])(=[O:36])=[O:35])=[CH:20][N:19]=2)[CH2:14][CH2:13]1)C. Product: [Cl:32][C:28]1[CH:27]=[C:26]([CH:31]=[CH:30][CH:29]=1)[C:25]([NH:24][C:23]1[C:18]([N:15]2[CH2:14][CH2:13][CH:12]([CH2:11][CH2:10][OH:9])[CH2:17][CH2:16]2)=[N:19][CH:20]=[C:21]([S:34]([CH3:37])(=[O:36])=[O:35])[CH:22]=1)=[O:33]. The catalyst class is: 7. (4) Reactant: [C:1]([C:3]1[CH:4]=[CH:5][C:6]([S:13][C:14]2[CH:19]=[C:18]([Cl:20])[CH:17]=[CH:16][C:15]=2[Cl:21])=[C:7]([S:9](Cl)(=[O:11])=[O:10])[CH:8]=1)#[N:2].[CH3:22][N:23]([CH3:30])[CH:24]1[CH2:29][CH2:28][NH:27][CH2:26][CH2:25]1.CCOC(C)=O.O. Product: [Cl:21][C:15]1[CH:16]=[CH:17][C:18]([Cl:20])=[CH:19][C:14]=1[S:13][C:6]1[CH:5]=[CH:4][C:3]([C:1]#[N:2])=[CH:8][C:7]=1[S:9]([N:27]1[CH2:28][CH2:29][CH:24]([N:23]([CH3:30])[CH3:22])[CH2:25][CH2:26]1)(=[O:11])=[O:10]. The catalyst class is: 2. (5) Reactant: Cl.[NH2:2][CH2:3][CH2:4][CH2:5][CH2:6][N:7]1[CH2:13][CH2:12][CH2:11][CH:10]([N:14]2[N:23]=[C:22]([CH2:24][C:25]3[CH:30]=[CH:29][C:28]([Cl:31])=[CH:27][CH:26]=3)[C:21]3[C:16](=[CH:17][CH:18]=[CH:19][CH:20]=3)[C:15]2=[O:32])[CH2:9][CH2:8]1.[CH:33]1([N:37]2[CH2:43][CH2:42][C:41]3[CH:44]=[CH:45][C:46]([C:48]([OH:50])=[O:49])=[CH:47][C:40]=3[CH2:39][CH2:38]2)[CH2:36][CH2:35][CH2:34]1.CCN(CC)CC.CN(C(ON1N=NC2C=CC=CC1=2)=[N+](C)C)C.[B-](F)(F)(F)F. Product: [CH:48]([OH:50])=[O:49].[CH:48]([OH:50])=[O:49].[Cl:31][C:28]1[CH:29]=[CH:30][C:25]([CH2:24][C:22]2[C:21]3[C:16](=[CH:17][CH:18]=[CH:19][CH:20]=3)[C:15](=[O:32])[N:14]([CH:10]3[CH2:11][CH2:12][CH2:13][N:7]([CH2:6][CH2:5][CH2:4][CH2:3][NH:2][C:48]([C:46]4[CH:45]=[CH:44][C:41]5[CH2:42][CH2:43][N:37]([CH:33]6[CH2:36][CH2:35][CH2:34]6)[CH2:38][CH2:39][C:40]=5[CH:47]=4)=[O:49])[CH2:8][CH2:9]3)[N:23]=2)=[CH:26][CH:27]=1. The catalyst class is: 3. (6) Reactant: Br[CH2:2][CH2:3][N:4]1[C:8](=[O:9])[C:7]2=[CH:10][CH:11]=[CH:12][CH:13]=[C:6]2[C:5]1=[O:14].[CH2:15]([N:22]1[CH2:27][CH2:26][NH:25][CH2:24][CH2:23]1)[C:16]1[CH:21]=[CH:20][CH:19]=[CH:18][CH:17]=1.C(N(C(C)C)CC)(C)C. Product: [CH2:15]([N:22]1[CH2:27][CH2:26][N:25]([CH2:2][CH2:3][N:4]2[C:8](=[O:9])[C:7]3[C:6](=[CH:13][CH:12]=[CH:11][CH:10]=3)[C:5]2=[O:14])[CH2:24][CH2:23]1)[C:16]1[CH:17]=[CH:18][CH:19]=[CH:20][CH:21]=1. The catalyst class is: 10. (7) Product: [CH2:14]([N:4]([CH2:2][CH3:3])[CH2:5][CH2:6][O:7][C:8]1[CH:13]=[CH:12][C:11]([Mg:16][Br:1])=[CH:10][CH:9]=1)[CH3:15]. Reactant: [Br-:1].[CH2:2]([N:4]([CH2:14][CH3:15])[CH2:5][CH2:6][O:7][C:8]1[CH:13]=[CH:12][CH:11]=[CH:10][CH:9]=1)[CH3:3].[Mg:16]. The catalyst class is: 1.